Dataset: Forward reaction prediction with 1.9M reactions from USPTO patents (1976-2016). Task: Predict the product of the given reaction. (1) Given the reactants [N:1]1([C:7]2[CH:25]=[CH:24][C:10]([CH2:11][C:12]([CH3:23])([C:18]([O:20][CH2:21][CH3:22])=[O:19])[C:13]([O:15][CH2:16][CH3:17])=[O:14])=[CH:9][CH:8]=2)[CH2:6][CH2:5][NH:4][CH2:3][CH2:2]1.[CH2:26]=O, predict the reaction product. The product is: [CH3:26][N:4]1[CH2:5][CH2:6][N:1]([C:7]2[CH:8]=[CH:9][C:10]([CH2:11][C:12]([CH3:23])([C:18]([O:20][CH2:21][CH3:22])=[O:19])[C:13]([O:15][CH2:16][CH3:17])=[O:14])=[CH:24][CH:25]=2)[CH2:2][CH2:3]1. (2) Given the reactants [CH:1]1[C:13]2[NH:12][C:11]3[C:6](=[CH:7][CH:8]=[CH:9][CH:10]=3)[C:5]=2[CH:4]=[CH:3][CH:2]=1.[H-].[Na+].Br[CH2:17][CH2:18][CH2:19][CH2:20][CH2:21][CH3:22], predict the reaction product. The product is: [CH2:17]([N:12]1[C:11]2[CH:10]=[CH:9][CH:8]=[CH:7][C:6]=2[C:5]2[C:13]1=[CH:1][CH:2]=[CH:3][CH:4]=2)[CH2:18][CH2:19][CH2:20][CH2:21][CH3:22]. (3) Given the reactants Cl.Cl.[CH3:3][O:4][C:5]1[CH:13]=[CH:12][C:8]([CH2:9][NH:10][NH2:11])=[CH:7][CH:6]=1.C(N(CC)CC)C.[C:21](OC)(=[O:26])[CH2:22][C:23]([CH3:25])=O, predict the reaction product. The product is: [CH3:3][O:4][C:5]1[CH:13]=[CH:12][C:8]([CH2:9][N:10]2[C:21]([OH:26])=[CH:22][C:23]([CH3:25])=[N:11]2)=[CH:7][CH:6]=1. (4) Given the reactants C(N(CC)CC)C.C1(P(C2C=CC=CC=2)C2C=CC=CC=2)C=CC=CC=1.[CH3:27][S:28]([OH:31])(=[O:30])=[O:29].O[C@H:33]1[CH2:37][N:36]([S:38]([C:41]2[CH:50]=[CH:49][C:48]3[C:43](=[CH:44][CH:45]=[CH:46][CH:47]=3)[CH:42]=2)(=[O:40])=[O:39])[C@H:35]([CH2:51][N:52]2[C:60](=[O:61])[C:59]3[C:54](=[CH:55][CH:56]=[CH:57][CH:58]=3)[C:53]2=[O:62])[CH2:34]1.CC(OC(/N=N/C(OC(C)C)=O)=O)C, predict the reaction product. The product is: [O:61]=[C:60]1[C:59]2[C:54](=[CH:55][CH:56]=[CH:57][CH:58]=2)[C:53](=[O:62])[N:52]1[CH2:51][C@H:35]1[N:36]([S:38]([C:41]2[CH:50]=[CH:49][C:48]3[C:43](=[CH:44][CH:45]=[CH:46][CH:47]=3)[CH:42]=2)(=[O:40])=[O:39])[CH2:37][C@H:33]([O:29][S:28]([CH3:27])(=[O:31])=[O:30])[CH2:34]1. (5) Given the reactants [CH3:1][C:2]1[CH:3]=[C:4]([NH2:9])[C:5]([NH2:8])=[N:6][CH:7]=1.[C:10](O)(=[O:14])[C:11](O)=[O:12].Cl, predict the reaction product. The product is: [CH3:1][C:2]1[CH:7]=[N:6][C:5]2=[N:8][C:10]([OH:14])=[C:11]([OH:12])[N:9]=[C:4]2[CH:3]=1.